From a dataset of Peptide-MHC class II binding affinity with 134,281 pairs from IEDB. Regression. Given a peptide amino acid sequence and an MHC pseudo amino acid sequence, predict their binding affinity value. This is MHC class II binding data. The peptide sequence is PSELQMSWLPLCVRL. The MHC is DRB1_0701 with pseudo-sequence DRB1_0701. The binding affinity (normalized) is 0.674.